From a dataset of Peptide-MHC class II binding affinity with 134,281 pairs from IEDB. Regression. Given a peptide amino acid sequence and an MHC pseudo amino acid sequence, predict their binding affinity value. This is MHC class II binding data. (1) The peptide sequence is EEDIEIIPPIQEEEY. The MHC is DRB1_0405 with pseudo-sequence DRB1_0405. The binding affinity (normalized) is 0.526. (2) The peptide sequence is GCGSCFEIKCTKPEA. The MHC is DRB1_1501 with pseudo-sequence DRB1_1501. The binding affinity (normalized) is 0. (3) The peptide sequence is NDDVDQSLIIAARNI. The MHC is DRB1_1101 with pseudo-sequence DRB1_1101. The binding affinity (normalized) is 0.333. (4) The peptide sequence is INVPTAAAIAYGLDR. The MHC is HLA-DQA10401-DQB10402 with pseudo-sequence HLA-DQA10401-DQB10402. The binding affinity (normalized) is 0.451. (5) The peptide sequence is YTIDCDGSILGAAVND. The MHC is DRB3_0202 with pseudo-sequence DRB3_0202. The binding affinity (normalized) is 0. (6) The peptide sequence is PSAEFRRTAPPSLYG. The MHC is DRB1_1302 with pseudo-sequence DRB1_1302. The binding affinity (normalized) is 0.599. (7) The peptide sequence is KYKTFEAAFTVSSKR. The MHC is HLA-DPA10201-DPB10501 with pseudo-sequence HLA-DPA10201-DPB10501. The binding affinity (normalized) is 0.567. (8) The peptide sequence is DPVKLVKMWEDEVKD. The MHC is DRB1_1302 with pseudo-sequence DRB1_1302. The binding affinity (normalized) is 0.245. (9) The binding affinity (normalized) is 0.0465. The MHC is HLA-DQA10104-DQB10503 with pseudo-sequence HLA-DQA10104-DQB10503. The peptide sequence is VLAKSPDTTCSEIEE.